From a dataset of Forward reaction prediction with 1.9M reactions from USPTO patents (1976-2016). Predict the product of the given reaction. (1) Given the reactants [OH:1][C@H:2]1[CH:7]2[CH2:8][CH2:9][N:4]([CH2:5][CH2:6]2)[CH2:3]1.[CH:10]1[C:15]([OH:16])=[CH:14][CH:13]=[C:12]([O:17][C:18]2[CH:23]=[CH:22][C:21](O)=[CH:20][CH:19]=2)[CH:11]=1, predict the reaction product. The product is: [N:4]12[CH2:9][CH2:8][CH:7]([CH2:6][CH2:5]1)[C@@H:2]([O:1][C:21]1[CH:22]=[CH:23][C:18]([O:17][C:12]3[CH:13]=[CH:14][C:15]([OH:16])=[CH:10][CH:11]=3)=[CH:19][CH:20]=1)[CH2:3]2. (2) Given the reactants F[C:2]1[C:3]([N+:11]([O-:13])=[O:12])=[C:4]([CH:7]=[C:8]([F:10])[CH:9]=1)[C:5]#[N:6].CCN(C(C)C)C(C)C.[CH:23]1([C:26]2[NH:30][N:29]=[C:28]([NH2:31])[CH:27]=2)[CH2:25][CH2:24]1, predict the reaction product. The product is: [CH:23]1([C:26]2[NH:30][N:29]=[C:28]([NH:31][C:2]3[C:3]([N+:11]([O-:13])=[O:12])=[C:4]([CH:7]=[C:8]([F:10])[CH:9]=3)[C:5]#[N:6])[CH:27]=2)[CH2:25][CH2:24]1.